Dataset: Full USPTO retrosynthesis dataset with 1.9M reactions from patents (1976-2016). Task: Predict the reactants needed to synthesize the given product. (1) Given the product [Cl:1][C:2]1[CH:12]=[CH:11][C:5]2[N:6]([C:13]([O:15][C:16]([CH3:19])([CH3:18])[CH3:17])=[O:14])[C:7](=[O:10])[CH2:8][O:9][C:4]=2[CH:3]=1, predict the reactants needed to synthesize it. The reactants are: [Cl:1][C:2]1[CH:12]=[CH:11][C:5]2[NH:6][C:7](=[O:10])[CH2:8][O:9][C:4]=2[CH:3]=1.[C:13](O[C:13]([O:15][C:16]([CH3:19])([CH3:18])[CH3:17])=[O:14])([O:15][C:16]([CH3:19])([CH3:18])[CH3:17])=[O:14].CCOC(C)=O. (2) Given the product [CH3:54][S:55]([CH2:2][CH2:3][CH2:4][O:5][C:6]1[CH:7]=[C:8]([C:12]2[C:13]3[NH:17][C:16]([CH:18]=[C:19]4[N:46]=[C:22]([C:23]([C:35]5[CH:40]=[CH:39][CH:38]=[C:37]([O:41][CH2:42][CH2:43][CH2:44][S:55]([CH3:54])(=[O:57])=[O:56])[CH:36]=5)=[C:24]5[NH:34][C:27](=[CH:28][C:29]6[CH:30]=[CH:31][C:32]=2[N:33]=6)[CH:26]=[CH:25]5)[CH:21]=[CH:20]4)=[CH:15][CH:14]=3)[CH:9]=[CH:10][CH:11]=1)(=[O:57])=[O:56], predict the reactants needed to synthesize it. The reactants are: O[CH2:2][CH2:3][CH2:4][O:5][C:6]1[CH:7]=[C:8]([C:12]2[C:13]3[NH:17][C:16]([CH:18]=[C:19]4[N:46]=[C:22]([C:23]([C:35]5[CH:40]=[CH:39][CH:38]=[C:37]([O:41][CH2:42][CH2:43][CH2:44]O)[CH:36]=5)=[C:24]5[NH:34][C:27](=[CH:28][C:29]6[CH:30]=[CH:31][C:32]=2[N:33]=6)[CH:26]=[CH:25]5)[CH:21]=[CH:20]4)=[CH:15][CH:14]=3)[CH:9]=[CH:10][CH:11]=1.C(N(CC)CC)C.[CH3:54][S:55](Cl)(=[O:57])=[O:56]. (3) The reactants are: [OH:1][C@H:2]1[CH2:7][CH2:6][CH2:5][CH2:4][C@@H:3]1[N:8]1CC2C3C=CC=CC=3C(C=O)=CC=2C1=O.C[O:25]C(C1C=CC2C(=CC=CC=2)C=1O)=O. Given the product [NH2:8][C@H:3]1[CH2:4][CH2:5][O:25][CH2:7][C@@H:2]1[OH:1].[NH2:8][C@H:3]1[CH2:4][CH2:5][CH2:6][CH2:7][C@@H:2]1[OH:1], predict the reactants needed to synthesize it. (4) Given the product [CH3:8][O:9][C:10]1[CH:11]=[CH:12][C:13]([C:17]#[C:18][Si:19]([CH3:20])([CH3:22])[CH3:21])=[C:14]([O:16][CH2:28][O:27][CH2:26][CH2:25][Si:24]([CH3:31])([CH3:30])[CH3:23])[CH:15]=1, predict the reactants needed to synthesize it. The reactants are: C(NC(C)C)(C)C.[CH3:8][O:9][C:10]1[CH:11]=[CH:12][C:13]([C:17]#[C:18][Si:19]([CH3:22])([CH3:21])[CH3:20])=[C:14]([OH:16])[CH:15]=1.[CH3:23][Si:24]([CH3:31])([CH3:30])[CH2:25][CH2:26][O:27][CH2:28]Cl.Cl. (5) The reactants are: [CH3:1][N:2]([CH3:12])[C:3]1[CH:4]=[C:5]([CH:9]=[CH:10][N:11]=1)[C:6]([OH:8])=O.Cl.[F:14][C:15]1[CH:20]=[CH:19][CH:18]=[CH:17][C:16]=1[CH:21]1[CH2:26][CH2:25][CH2:24][NH:23][CH2:22]1.C1C=CC2N(O)N=NC=2C=1.C(Cl)CCl.CCN(CC)CC. Given the product [F:14][C:15]1[CH:20]=[CH:19][CH:18]=[CH:17][C:16]=1[CH:21]1[CH2:26][CH2:25][CH2:24][N:23]([C:6]([C:5]2[CH:9]=[CH:10][N:11]=[C:3]([N:2]([CH3:1])[CH3:12])[CH:4]=2)=[O:8])[CH2:22]1, predict the reactants needed to synthesize it. (6) Given the product [CH3:24][C:21]1[N:20]=[CH:19][C:18]([NH:17][C:15]2[N:16]=[C:12]3[CH:11]=[CH:10][CH:9]=[C:8]([C:5]4[CH:4]=[C:3]([NH2:25])[C:2]([NH2:1])=[CH:7][CH:6]=4)[N:13]3[N:14]=2)=[CH:23][CH:22]=1, predict the reactants needed to synthesize it. The reactants are: [NH2:1][C:2]1[CH:7]=[CH:6][C:5]([C:8]2[N:13]3[N:14]=[C:15]([NH:17][C:18]4[CH:19]=[N:20][C:21]([CH3:24])=[CH:22][CH:23]=4)[N:16]=[C:12]3[CH:11]=[CH:10][CH:9]=2)=[CH:4][C:3]=1[N+:25]([O-])=O.[Cl-].[NH4+]. (7) Given the product [Br:1][C:2]1[C:9]2[S:8][CH:7]=[N:6][C:5]=2[N:4]([CH:16]([CH3:20])[CH2:17][O:18][CH3:19])[C:3]=1[CH3:10], predict the reactants needed to synthesize it. The reactants are: [Br:1][C:2]1[C:9]2[S:8][CH:7]=[N:6][C:5]=2[NH:4][C:3]=1[CH3:10].CS(O[CH:16]([CH3:20])[CH2:17][O:18][CH3:19])(=O)=O.C(=O)([O-])[O-].[K+].[K+]. (8) Given the product [NH2:18][C:17]1[N:10]([C:6]2[CH:5]=[C:4]([CH2:3][C:2]([NH2:1])=[O:12])[CH:9]=[CH:8][CH:7]=2)[N:11]=[C:15]([C:14]([CH3:21])([CH3:20])[CH3:13])[CH:16]=1, predict the reactants needed to synthesize it. The reactants are: [NH2:1][C:2](=[O:12])[CH2:3][C:4]1[CH:5]=[C:6]([NH:10][NH2:11])[CH:7]=[CH:8][CH:9]=1.[CH3:13][C:14]([CH3:21])([CH3:20])[C:15](=O)[CH2:16][C:17]#[N:18]. (9) Given the product [BrH:27].[F:26][C:2]([F:1])([F:25])[O:3][C:4]1[CH:5]=[CH:6][C:7]2[S:13][CH2:12][CH2:11][NH:10][CH2:9][C:8]=2[CH:24]=1.[BrH:27], predict the reactants needed to synthesize it. The reactants are: [F:1][C:2]([F:26])([F:25])[O:3][C:4]1[CH:5]=[CH:6][C:7]2[S:13][CH2:12][CH2:11][N:10](C(OCC3C=CC=CC=3)=O)[CH2:9][C:8]=2[CH:24]=1.[BrH:27].CC(O)=O.